This data is from Forward reaction prediction with 1.9M reactions from USPTO patents (1976-2016). The task is: Predict the product of the given reaction. (1) Given the reactants [O:1]1[CH:5]=[CH:4][N:3]=[C:2]1[CH2:6][OH:7].[CH3:8][S:9](Cl)(=[O:11])=[O:10], predict the reaction product. The product is: [CH3:8][S:9]([O:7][CH2:6][C:2]1[O:1][CH:5]=[CH:4][N:3]=1)(=[O:11])=[O:10]. (2) Given the reactants [Cl:1][C:2]1[CH:3]=[CH:4][C:5]([C:28]([F:31])([F:30])[F:29])=[C:6]([CH:27]=1)[CH2:7][N:8]1[CH2:13][CH2:12][NH:11][C:10]2[N:14]=[CH:15][C:16]([C:18]3[CH:26]=[CH:25][C:21]([C:22](O)=[O:23])=[CH:20][CH:19]=3)=[CH:17][C:9]1=2.[NH2:32][CH:33]1[CH2:37][CH2:36][N:35]([CH2:38][C:39]2[CH:44]=[CH:43][CH:42]=[CH:41][CH:40]=2)[CH2:34]1, predict the reaction product. The product is: [CH2:38]([N:35]1[CH2:36][CH2:37][CH:33]([NH:32][C:22](=[O:23])[C:21]2[CH:25]=[CH:26][C:18]([C:16]3[CH:15]=[N:14][C:10]4[NH:11][CH2:12][CH2:13][N:8]([CH2:7][C:6]5[CH:27]=[C:2]([Cl:1])[CH:3]=[CH:4][C:5]=5[C:28]([F:31])([F:30])[F:29])[C:9]=4[CH:17]=3)=[CH:19][CH:20]=2)[CH2:34]1)[C:39]1[CH:40]=[CH:41][CH:42]=[CH:43][CH:44]=1. (3) Given the reactants [Cl:1][C:2]1[CH:10]=[C:9]([O:11][Si:12]([CH:19]([CH3:21])[CH3:20])([CH:16]([CH3:18])[CH3:17])[CH:13]([CH3:15])[CH3:14])[CH:8]=[C:7]([Cl:22])[C:3]=1[C:4](O)=[O:5].S(Cl)(Cl)=O.CCN(C(C)C)C(C)C.[CH3:36][O:37][C:38](=[O:56])[C@@H:39]([NH:48][C:49]([O:51][C:52]([CH3:55])([CH3:54])[CH3:53])=[O:50])[CH2:40][C:41]1[CH:46]=[CH:45][C:44]([NH2:47])=[CH:43][CH:42]=1, predict the reaction product. The product is: [CH3:36][O:37][C:38](=[O:56])[C@@H:39]([NH:48][C:49]([O:51][C:52]([CH3:54])([CH3:53])[CH3:55])=[O:50])[CH2:40][C:41]1[CH:46]=[CH:45][C:44]([NH:47][C:4](=[O:5])[C:3]2[C:7]([Cl:22])=[CH:8][C:9]([O:11][Si:12]([CH:19]([CH3:20])[CH3:21])([CH:16]([CH3:17])[CH3:18])[CH:13]([CH3:14])[CH3:15])=[CH:10][C:2]=2[Cl:1])=[CH:43][CH:42]=1. (4) Given the reactants [Br:1][C:2]1[CH:3]=[CH:4][C:5]2[CH:6]=CC3[C:13]([C:14]=2[CH:15]=1)=[CH:12][CH:11]=[CH:10][CH:9]=3.[OH2:16].[C:17]([OH:20])(=O)[CH3:18], predict the reaction product. The product is: [Br:1][C:2]1[CH:3]=[CH:4][C:5]2[C:6](=[O:16])[C:17](=[O:20])[C:18]3[C:13]([C:14]=2[CH:15]=1)=[CH:12][CH:11]=[CH:10][CH:9]=3. (5) The product is: [CH:24]1([C:30]([NH:1][C:2]2[CH:7]=[CH:6][CH:5]=[CH:4][C:3]=2/[CH:8]=[CH:9]/[C:10]([O:12][CH3:13])=[O:11])=[O:31])[CH2:29][CH2:28][CH2:27][CH2:26][CH2:25]1. Given the reactants [NH2:1][C:2]1[CH:7]=[CH:6][CH:5]=[CH:4][C:3]=1/[CH:8]=[CH:9]/[C:10]([O:12][CH3:13])=[O:11].ClCCl.C(N(CC)CC)C.[CH:24]1([C:30](Cl)=[O:31])[CH2:29][CH2:28][CH2:27][CH2:26][CH2:25]1, predict the reaction product. (6) Given the reactants [C:1]1([CH2:7][S:8]([N:11]2[CH:15]=[CH:14][C:13](/[CH:16]=[CH:17]/[C:18]([NH:20][O:21]C3CCCCO3)=[O:19])=[CH:12]2)(=[O:10])=[O:9])[CH:6]=[CH:5][CH:4]=[CH:3][CH:2]=1, predict the reaction product. The product is: [OH:21][NH:20][C:18](=[O:19])[CH:17]=[CH:16][C:13]1[CH:14]=[CH:15][N:11]([S:8]([CH2:7][C:1]2[CH:2]=[CH:3][CH:4]=[CH:5][CH:6]=2)(=[O:10])=[O:9])[CH:12]=1. (7) Given the reactants [CH3:1][O:2][C:3]([C:5]1C(N)=CS[CH:6]=1)=[O:4].[C:11]([O:15][CH3:16])(=[O:14])[CH2:12][SH:13].C(OC)(=O)C=C, predict the reaction product. The product is: [CH3:1][O:2][C:3](=[O:4])[CH2:5][CH2:6][S:13][CH2:12][C:11]([O:15][CH3:16])=[O:14]. (8) Given the reactants Br[C:2]1[CH:7]=[CH:6][C:5]([C@H:8]([CH3:18])[CH2:9][NH:10][C:11](=[O:17])[O:12][C:13]([CH3:16])([CH3:15])[CH3:14])=[C:4]([F:19])[CH:3]=1.CC([O-])=O.[K+].[B:25]1([B:25]2[O:29][C:28]([CH3:31])([CH3:30])[C:27]([CH3:33])([CH3:32])[O:26]2)[O:29][C:28]([CH3:31])([CH3:30])[C:27]([CH3:33])([CH3:32])[O:26]1, predict the reaction product. The product is: [F:19][C:4]1[CH:3]=[C:2]([B:25]2[O:29][C:28]([CH3:31])([CH3:30])[C:27]([CH3:33])([CH3:32])[O:26]2)[CH:7]=[CH:6][C:5]=1[C@H:8]([CH3:18])[CH2:9][NH:10][C:11](=[O:17])[O:12][C:13]([CH3:16])([CH3:15])[CH3:14]. (9) Given the reactants [C:1]12([CH3:11])[C:7]([CH3:9])([CH3:8])[CH:4]([CH2:5][CH2:6]1)[CH2:3][CH:2]2[NH2:10].C12(C)C(C)(C)C(CC1)CC2N.CS(O)(=O)=O, predict the reaction product. The product is: [C@:1]12([CH3:11])[C:7]([CH3:8])([CH3:9])[CH:4]([CH2:5][CH2:6]1)[CH2:3][CH:2]2[NH2:10].